From a dataset of Reaction yield outcomes from USPTO patents with 853,638 reactions. Predict the reaction yield, written as a fraction of the theoretical maximum amount of product (1.0 means a 100% yield; for example, 0.34 means a 34% yield). (1) No catalyst specified. The product is [CH3:21][O:20][CH:3]([O:2][CH3:1])[C:4]1[C:9]([O:10][CH2:11][O:12][CH3:13])=[C:8]([C:14]([F:15])([F:16])[F:17])[CH:7]=[CH:6][C:5]=1[CH2:18][O:19][C:23]1[CH:24]=[CH:25][C:26]([C:29]2[CH:34]=[CH:33][CH:32]=[C:31]([CH2:35][C:36]([O:38][CH3:39])=[O:37])[CH:30]=2)=[CH:27][CH:28]=1. The yield is 5.49. The reactants are [CH3:1][O:2][CH:3]([O:20][CH3:21])[C:4]1[C:9]([O:10][CH2:11][O:12][CH3:13])=[C:8]([C:14]([F:17])([F:16])[F:15])[CH:7]=[CH:6][C:5]=1[CH2:18][OH:19].O[C:23]1[CH:28]=[CH:27][C:26]([C:29]2[CH:34]=[CH:33][CH:32]=[C:31]([CH2:35][C:36]([O:38][CH3:39])=[O:37])[CH:30]=2)=[CH:25][CH:24]=1. (2) The reactants are C([N:4]1[CH:9]([CH3:10])[CH2:8][N:7]([C:11]2[CH:16]=[CH:15][C:14]([C:17]3[NH:26][C:25](=[O:27])[C:24]4[C:19](=[CH:20][C:21]([O:30][CH3:31])=[CH:22][C:23]=4[O:28][CH3:29])[N:18]=3)=[CH:13][CH:12]=2)[CH2:6][CH:5]1[CH3:32])(=O)C.[OH-].[Na+]. The catalyst is Cl. The product is [CH3:10][C@H:9]1[NH:4][C@@H:5]([CH3:32])[CH2:6][N:7]([C:11]2[CH:16]=[CH:15][C:14]([C:17]3[NH:26][C:25](=[O:27])[C:24]4[C:19](=[CH:20][C:21]([O:30][CH3:31])=[CH:22][C:23]=4[O:28][CH3:29])[N:18]=3)=[CH:13][CH:12]=2)[CH2:8]1. The yield is 0.300.